Task: Predict the product of the given reaction.. Dataset: Forward reaction prediction with 1.9M reactions from USPTO patents (1976-2016) (1) Given the reactants [Cl:1][C:2]1[CH:7]=[CH:6][C:5]([NH:8][CH2:9][C:10]([NH:12][NH2:13])=[O:11])=[CH:4][CH:3]=1.[Br:14][C:15]1[CH:16]=[C:17]([CH:20]=[CH:21][C:22]=1[F:23])[CH:18]=O, predict the reaction product. The product is: [Br:14][C:15]1[CH:16]=[C:17]([CH:20]=[CH:21][C:22]=1[F:23])/[CH:18]=[N:13]/[NH:12][C:10](=[O:11])[CH2:9][NH:8][C:5]1[CH:4]=[CH:3][C:2]([Cl:1])=[CH:7][CH:6]=1. (2) Given the reactants [C:1]([N:5]1[C:10](=[O:11])[C:9]([Cl:12])=[C:8]([O:13][CH:14]([C:27]2[CH:32]=[CH:31][C:30]([C:33]([CH3:36])([CH3:35])[CH3:34])=[CH:29][CH:28]=2)[CH2:15]OS(C2C=CC(C)=CC=2)(=O)=O)[CH:7]=[N:6]1)([CH3:4])([CH3:3])[CH3:2].[F-:37].C([N+](CCCC)(CCCC)CCCC)CCC.ClCCl, predict the reaction product. The product is: [C:1]([N:5]1[C:10](=[O:11])[C:9]([Cl:12])=[C:8]([O:13][CH:14]([C:27]2[CH:32]=[CH:31][C:30]([C:33]([CH3:36])([CH3:35])[CH3:34])=[CH:29][CH:28]=2)[CH2:15][F:37])[CH:7]=[N:6]1)([CH3:4])([CH3:3])[CH3:2]. (3) The product is: [C:1]([C:3]1[N:4]=[C:5]2[C:18](=[N:19][O:20][C:21](=[O:23])[CH3:22])[C:17]3[CH:16]=[CH:15][CH:14]=[CH:13][C:12]=3[C:6]2=[N:7][C:8]=1[C:9]([NH2:11])=[O:10])#[N:2]. Given the reactants [C:1]([C:3]1[N:4]=[C:5]2[C:18](=[N:19][OH:20])[C:17]3[CH:16]=[CH:15][CH:14]=[CH:13][C:12]=3[C:6]2=[N:7][C:8]=1[C:9]([NH2:11])=[O:10])#[N:2].[C:21](Cl)(=[O:23])[CH3:22].O, predict the reaction product. (4) Given the reactants [OH:1][C@H:2]([C:9]1[N:10]=[C:11]([C:14](=O)[CH3:15])[NH:12][CH:13]=1)[C@H:3]([OH:8])[C@H:4]([OH:7])[CH2:5][OH:6].[C:17]([NH:25][NH2:26])(=[O:24])[C:18]1[CH:23]=[CH:22][CH:21]=[N:20][CH:19]=1, predict the reaction product. The product is: [OH:1][C@H:2]([C:9]1[N:10]=[C:11](/[C:14](=[N:26]/[NH:25][C:17](=[O:24])[C:18]2[CH:23]=[CH:22][CH:21]=[N:20][CH:19]=2)/[CH3:15])[NH:12][CH:13]=1)[C@H:3]([OH:8])[C@H:4]([OH:7])[CH2:5][OH:6]. (5) The product is: [CH2:30]([N:8]([CH2:1][C:2]1[CH:7]=[CH:6][CH:5]=[CH:4][CH:3]=1)[C:9]1[C:10]([F:29])=[C:11]([C:16]2[C:17]([C:18]3[CH:23]=[CH:22][N:21]=[CH:20][CH:19]=3)=[C:24]([SH:27])[NH:38][N:39]=2)[C:12]([F:15])=[CH:13][CH:14]=1)[C:31]1[CH:32]=[CH:33][CH:34]=[CH:35][CH:36]=1. Given the reactants [CH2:1]([N:8]([CH2:30][C:31]1[CH:36]=[CH:35][CH:34]=[CH:33][CH:32]=1)[C:9]1[C:10]([F:29])=[C:11]([C:16](=O)[C:17](=[C:24]2[S:27]CS2)[C:18]2[CH:23]=[CH:22][N:21]=[CH:20][CH:19]=2)[C:12]([F:15])=[CH:13][CH:14]=1)[C:2]1[CH:7]=[CH:6][CH:5]=[CH:4][CH:3]=1.O.[NH2:38][NH2:39], predict the reaction product. (6) Given the reactants [CH2:1]([O:8][CH2:9][C:10](Cl)=[O:11])[C:2]1[CH:7]=[CH:6][CH:5]=[CH:4][CH:3]=1.[C:13]1([C:19]([N:21]2[C:27]3[CH:28]=[CH:29][CH:30]=[CH:31][C:26]=3[C:25]([C:32]3[CH:37]=[CH:36][CH:35]=[CH:34][CH:33]=3)=[N:24][CH2:23][CH2:22]2)=[O:20])[CH:18]=[CH:17][CH:16]=[CH:15][CH:14]=1.C(N(CC)CC)C, predict the reaction product. The product is: [C:19]([N:21]1[C:27]2[CH:28]=[CH:29][CH:30]=[CH:31][C:26]=2[C@@:25]2([C:32]3[CH:37]=[CH:36][CH:35]=[CH:34][CH:33]=3)[C@H:9]([O:8][CH2:1][C:2]3[CH:7]=[CH:6][CH:5]=[CH:4][CH:3]=3)[C:10](=[O:11])[N:24]2[CH2:23][CH2:22]1)(=[O:20])[C:13]1[CH:14]=[CH:15][CH:16]=[CH:17][CH:18]=1.